Dataset: Reaction yield outcomes from USPTO patents with 853,638 reactions. Task: Predict the reaction yield, written as a fraction of the theoretical maximum amount of product (1.0 means a 100% yield; for example, 0.34 means a 34% yield). (1) The reactants are N(C(OC(C)(C)C)=O)=NC(OC(C)(C)C)=O.C1(P(C2C=CC=CC=2)C2C=CC=CC=2)C=CC=CC=1.[C:36]([O:40][C:41](=[O:47])[NH:42][CH:43]([CH3:46])[CH2:44]O)([CH3:39])([CH3:38])[CH3:37].[CH2:48]([O:50][C:51]([C:53]1[NH:54][N:55]=[C:56]([CH2:58][O:59][C:60]2[CH:65]=[CH:64][CH:63]=[CH:62][CH:61]=2)[CH:57]=1)=[O:52])[CH3:49]. The catalyst is C1COCC1. The product is [CH2:48]([O:50][C:51]([C:53]1[N:54]([CH2:44][CH:43]([NH:42][C:41]([O:40][C:36]([CH3:39])([CH3:38])[CH3:37])=[O:47])[CH3:46])[N:55]=[C:56]([CH2:58][O:59][C:60]2[CH:65]=[CH:64][CH:63]=[CH:62][CH:61]=2)[CH:57]=1)=[O:52])[CH3:49]. The yield is 0.910. (2) The reactants are [C:1]([O:5][C:6]([NH:8][C:9]1([CH3:24])[CH2:13][CH2:12][N:11](C(OCC2C=CC=CC=2)=O)[CH2:10]1)=[O:7])([CH3:4])([CH3:3])[CH3:2]. The catalyst is CO.[Pd]. The product is [CH3:24][C:9]1([NH:8][C:6](=[O:7])[O:5][C:1]([CH3:4])([CH3:3])[CH3:2])[CH2:13][CH2:12][NH:11][CH2:10]1. The yield is 0.960. (3) The reactants are [BH4-].[Li+].[C:3]([C:5]1[CH:14]=[CH:13][C:8]([C:9](OC)=[O:10])=[CH:7][C:6]=1[CH3:15])#[N:4]. The catalyst is C1COCC1.O. The product is [OH:10][CH2:9][C:8]1[CH:13]=[CH:14][C:5]([C:3]#[N:4])=[C:6]([CH3:15])[CH:7]=1. The yield is 0.950.